From a dataset of Reaction yield outcomes from USPTO patents with 853,638 reactions. Predict the reaction yield, written as a fraction of the theoretical maximum amount of product (1.0 means a 100% yield; for example, 0.34 means a 34% yield). The reactants are [O:1]1[C:5]2[CH:6]=[CH:7][CH:8]=[CH:9][C:4]=2[N:3]=[C:2]1[CH:10]([C@@H:12]([NH:16][C:17](=[O:37])[C@@H:18]([NH:28][C:29]1[S:30][C:31]([N+:34]([O-:36])=[O:35])=[CH:32][N:33]=1)[CH2:19]SCC1C=CC=CC=1)[CH2:13][CH2:14][CH3:15])[OH:11].O[O:39][S:40]([O-:42])=O.[K+].CC(OI1(OC(C)=O)(OC(C)=O)O[C:55](=O)[C:54]2[CH:53]=[CH:52][CH:51]=[CH:50][C:49]1=2)=O.[O-]S([O-])(=S)=O.[Na+].[Na+]. The catalyst is CO.C([O-])(O)=O.[Na+]. The product is [O:1]1[C:5]2[CH:6]=[CH:7][CH:8]=[CH:9][C:4]=2[N:3]=[C:2]1[C:10]([C@@H:12]([NH:16][C:17](=[O:37])[C@@H:18]([NH:28][C:29]1[S:30][C:31]([N+:34]([O-:36])=[O:35])=[CH:32][N:33]=1)[CH2:19][S:40]([CH2:55][C:54]1[CH:53]=[CH:52][CH:51]=[CH:50][CH:49]=1)(=[O:42])=[O:39])[CH2:13][CH2:14][CH3:15])=[O:11]. The yield is 0.260.